This data is from Forward reaction prediction with 1.9M reactions from USPTO patents (1976-2016). The task is: Predict the product of the given reaction. (1) Given the reactants [F:1][C:2]([F:19])([F:18])[C:3]1[CH:4]=[C:5]([CH:15]=[CH:16][CH:17]=1)[CH2:6][O:7][N:8]=[C:9]1[CH2:14][CH2:13][NH:12][CH2:11][CH2:10]1.Cl[CH2:21][CH2:22][S:23](Cl)(=[O:25])=[O:24].C(N(CC)CC)C.C([O-])(O)=O.[Na+], predict the reaction product. The product is: [F:19][C:2]([F:1])([F:18])[C:3]1[CH:4]=[C:5]([CH:15]=[CH:16][CH:17]=1)[CH2:6][O:7][N:8]=[C:9]1[CH2:14][CH2:13][N:12]([S:23]([CH:22]=[CH2:21])(=[O:25])=[O:24])[CH2:11][CH2:10]1. (2) The product is: [CH3:30][N:2]([CH3:1])[C:3]1[CH:4]=[CH:5][C:6]([C:9]2[NH:14][C:13](=[O:15])[C:12]([C:16]([OH:18])=[O:17])=[C:11]([OH:26])[C:10]=2[CH2:27][CH2:28][OH:29])=[CH:7][CH:8]=1. Given the reactants [CH3:1][N:2]([CH3:30])[C:3]1[CH:8]=[CH:7][C:6]([C:9]2[NH:14][C:13](=[O:15])[C:12]([C:16]([O:18]CC3C=CC=CC=3)=[O:17])=[C:11]([OH:26])[C:10]=2[CH2:27][CH2:28][OH:29])=[CH:5][CH:4]=1, predict the reaction product.